Dataset: Reaction yield outcomes from USPTO patents with 853,638 reactions. Task: Predict the reaction yield, written as a fraction of the theoretical maximum amount of product (1.0 means a 100% yield; for example, 0.34 means a 34% yield). (1) The reactants are [CH3:1][O:2][C:3]1[CH:12]=[C:11]2[C:6]([C:7]([O:13][C:14]3[C:15]([CH3:24])=[N:16][C:17]4[C:22]([CH:23]=3)=[CH:21][CH:20]=[CH:19][CH:18]=4)=[CH:8][CH:9]=[N:10]2)=[CH:5][C:4]=1[OH:25].Br[CH2:27][CH2:28][Cl:29].C(=O)([O-])[O-].[K+].[K+].O. The catalyst is CN(C)C=O. The product is [Cl:29][CH2:28][CH2:27][O:25][C:4]1[CH:5]=[C:6]2[C:11](=[CH:12][C:3]=1[O:2][CH3:1])[N:10]=[CH:9][CH:8]=[C:7]2[O:13][C:14]1[C:15]([CH3:24])=[N:16][C:17]2[C:22]([CH:23]=1)=[CH:21][CH:20]=[CH:19][CH:18]=2. The yield is 0.790. (2) The reactants are [F:8][C:7]([F:10])([F:9])[C:6](O[C:6](=[O:11])[C:7]([F:10])([F:9])[F:8])=[O:11].[CH3:14][O:15][C:16]1[CH:21]=[CH:20][CH:19]=[CH:18][C:17]=1[CH:22]1[CH2:27][CH2:26][NH:25][CH2:24][CH2:23]1.C(N(CC)CC)C. The catalyst is ClCCl. The product is [CH3:14][O:15][C:16]1[CH:21]=[CH:20][CH:19]=[CH:18][C:17]=1[CH:22]1[CH2:27][CH2:26][N:25]([C:6](=[O:11])[C:7]([F:8])([F:9])[F:10])[CH2:24][CH2:23]1. The yield is 0.990. (3) The product is [CH2:24]([C:21]1[CH:22]=[CH:23][C:18]([O:17][C@H:15]([CH3:16])[CH2:14][CH2:13][O:12][C:9]2[CH:10]=[CH:11][C:6]([CH2:5][CH2:4][C:3]([OH:34])=[O:2])=[C:7]([CH3:33])[CH:8]=2)=[C:19]([O:26][C:27]2[CH:28]=[CH:29][CH:30]=[CH:31][CH:32]=2)[CH:20]=1)[CH3:25]. The catalyst is CO.O. The reactants are C[O:2][C:3](=[O:34])[CH2:4][CH2:5][C:6]1[CH:11]=[CH:10][C:9]([O:12][CH2:13][CH2:14][C@H:15]([O:17][C:18]2[CH:23]=[CH:22][C:21]([CH2:24][CH3:25])=[CH:20][C:19]=2[O:26][C:27]2[CH:32]=[CH:31][CH:30]=[CH:29][CH:28]=2)[CH3:16])=[CH:8][C:7]=1[CH3:33].[OH-].[Na+].Cl. The yield is 0.930. (4) The reactants are [Br:1][C:2]1[CH:3]=[C:4]([C:8]([OH:10])=[O:9])[O:5][C:6]=1[Br:7].S(=O)(=O)(O)O.[CH3:16]O. No catalyst specified. The product is [Br:1][C:2]1[CH:3]=[C:4]([C:8]([O:10][CH3:16])=[O:9])[O:5][C:6]=1[Br:7]. The yield is 0.920. (5) The product is [CH3:19][C:14]1([CH3:20])[C:15]([CH3:18])([CH3:17])[O:16][B:12]([C:2]2[CH:3]=[C:4]3[C:8](=[CH:9][CH:10]=2)[C:7](=[O:11])[NH:6][CH2:5]3)[O:13]1. The reactants are Br[C:2]1[CH:3]=[C:4]2[C:8](=[CH:9][CH:10]=1)[C:7](=[O:11])[NH:6][CH2:5]2.[B:12]1([B:12]2[O:16][C:15]([CH3:18])([CH3:17])[C:14]([CH3:20])([CH3:19])[O:13]2)[O:16][C:15]([CH3:18])([CH3:17])[C:14]([CH3:20])([CH3:19])[O:13]1.CC([O-])=O.[K+]. The yield is 0.660. The catalyst is O1CCOCC1. (6) The reactants are CCN(C(C)C)C(C)C.[C:10]([NH:18][CH2:19][C:20]([OH:22])=O)(=[O:17])[C:11]1[CH:16]=[CH:15][CH:14]=[CH:13][CH:12]=1.C1C=CC2N(O)N=NC=2C=1.CCN=C=NCCCN(C)C.Cl.Cl.[N:46]1([C:52]([C:54]2[CH:59]=[CH:58][CH:57]=[CH:56][C:55]=2[C:60]([F:63])([F:62])[F:61])=[O:53])[CH2:51][CH2:50][NH:49][CH2:48][CH2:47]1. The catalyst is CN(C=O)C.O. The product is [O:22]=[C:20]([N:49]1[CH2:50][CH2:51][N:46]([C:52](=[O:53])[C:54]2[CH:59]=[CH:58][CH:57]=[CH:56][C:55]=2[C:60]([F:63])([F:61])[F:62])[CH2:47][CH2:48]1)[CH2:19][NH:18][C:10](=[O:17])[C:11]1[CH:12]=[CH:13][CH:14]=[CH:15][CH:16]=1. The yield is 0.300. (7) The reactants are Cl.C([O:4][CH2:5][CH2:6][O:7][NH:8][C:9]([C:11]1[C:12]([NH:21][C:22]2[CH:27]=[CH:26][C:25]([I:28])=[CH:24][C:23]=2[F:29])=[CH:13][C:14](=[O:20])[N:15]2[C:19]=1[CH2:18][CH2:17][CH2:16]2)=[O:10])=C.[OH-].[Na+]. The catalyst is CCO. The product is [OH:4][CH2:5][CH2:6][O:7][NH:8][C:9]([C:11]1[C:12]([NH:21][C:22]2[CH:27]=[CH:26][C:25]([I:28])=[CH:24][C:23]=2[F:29])=[CH:13][C:14](=[O:20])[N:15]2[C:19]=1[CH2:18][CH2:17][CH2:16]2)=[O:10]. The yield is 0.100. (8) The reactants are C(C1C=CC=C2C=1N=C(C1(C3C=CC=CC=3)CC1)C(O)=[C:8]2[C:23]([OH:25])=[O:24])C.[OH:26][C:27]1[CH:28]=[C:29]2[C:33](=[CH:34][CH:35]=1)[NH:32][C:31](=O)[C:30]2=[O:37].C(OCC([C:45]1([C:48]2[CH:53]=[CH:52][C:51]([Cl:54])=[CH:50][CH:49]=2)[CH2:47][CH2:46]1)=O)(=O)C. No catalyst specified. The product is [Cl:54][C:51]1[CH:50]=[CH:49][C:48]([C:45]2([C:31]3[C:30]([OH:37])=[C:8]([C:23]([OH:25])=[O:24])[C:29]4[C:33](=[CH:34][CH:35]=[C:27]([OH:26])[CH:28]=4)[N:32]=3)[CH2:46][CH2:47]2)=[CH:53][CH:52]=1. The yield is 0.250. (9) The reactants are C([O:4][C:5]([C:7]1[C:15]2[C:10](=[N:11][CH:12]=[C:13]([N+:16]([O-:18])=[O:17])[CH:14]=2)[N:9]([C:19]([CH3:22])([CH3:21])[CH3:20])[CH:8]=1)=[O:6])CC.[OH-].[Na+].Cl. The catalyst is C(O)C. The product is [C:19]([N:9]1[C:10]2=[N:11][CH:12]=[C:13]([N+:16]([O-:18])=[O:17])[CH:14]=[C:15]2[C:7]([C:5]([OH:6])=[O:4])=[CH:8]1)([CH3:22])([CH3:20])[CH3:21]. The yield is 0.890. (10) The reactants are P(Br)(Br)([Br:3])=O.[Cl:6][C:7]1[CH:12]=[C:11]([Cl:13])[CH:10]=[CH:9][C:8]=1[C:14]1[C:15]([CH3:22])=[N+:16]([O-])[CH:17]=[C:18]([CH3:20])[N:19]=1.CN(C1C2C(N(C)C)=CC=CC=2C=CC=1)C. The catalyst is C(Cl)Cl. The product is [Br:3][C:17]1[C:18]([CH3:20])=[N:19][C:14]([C:8]2[CH:9]=[CH:10][C:11]([Cl:13])=[CH:12][C:7]=2[Cl:6])=[C:15]([CH3:22])[N:16]=1.[Cl:6][C:7]1[CH:12]=[C:11]([Cl:13])[CH:10]=[CH:9][C:8]=1[C:14]1[C:15]([CH3:22])=[N:16][CH:17]=[C:18]([CH3:20])[N:19]=1. The yield is 0.350.